This data is from Full USPTO retrosynthesis dataset with 1.9M reactions from patents (1976-2016). The task is: Predict the reactants needed to synthesize the given product. Given the product [CH3:33][C@:30]12[C@@:29]3([CH3:34])[C@@H:20]([C@:21]4([CH3:47])[C@@H:26]([CH2:27][CH2:28]3)[C:25]([CH3:35])([CH3:36])[C:24]([C:37]3[CH:46]=[CH:45][C:40]([C:41]([O:43][CH3:44])=[O:42])=[CH:39][CH:38]=3)=[CH:23][CH2:22]4)[CH2:19][CH2:18][C@@H:17]1[C@H:16]1[C@H:48]([C:51]([CH3:53])=[CH2:52])[CH2:49][CH2:50][C@:15]1([C:13](=[O:14])[NH:12][CH2:11][CH2:10][CH2:9][NH:8][CH3:6])[CH2:32][CH2:31]2, predict the reactants needed to synthesize it. The reactants are: C(O[C:6]([N:8](C)[CH2:9][CH2:10][CH2:11][NH:12][C:13]([C@:15]12[CH2:50][CH2:49][C@@H:48]([C:51]([CH3:53])=[CH2:52])[C@@H:16]1[C@@H:17]1[C@@:30]([CH3:33])([CH2:31][CH2:32]2)[C@@:29]2([CH3:34])[C@@H:20]([C@:21]3([CH3:47])[C@@H:26]([CH2:27][CH2:28]2)[C:25]([CH3:36])([CH3:35])[C:24]([C:37]2[CH:46]=[CH:45][C:40]([C:41]([O:43][CH3:44])=[O:42])=[CH:39][CH:38]=2)=[CH:23][CH2:22]3)[CH2:19][CH2:18]1)=[O:14])=O)(C)(C)C.Cl.